From a dataset of NCI-60 drug combinations with 297,098 pairs across 59 cell lines. Regression. Given two drug SMILES strings and cell line genomic features, predict the synergy score measuring deviation from expected non-interaction effect. (1) Drug 1: CC1=CC2C(CCC3(C2CCC3(C(=O)C)OC(=O)C)C)C4(C1=CC(=O)CC4)C. Drug 2: C1=CN(C=N1)CC(O)(P(=O)(O)O)P(=O)(O)O. Cell line: OVCAR-5. Synergy scores: CSS=-1.06, Synergy_ZIP=0.535, Synergy_Bliss=0.376, Synergy_Loewe=-5.79, Synergy_HSA=-3.11. (2) Drug 1: C1C(C(OC1N2C=NC3=C(N=C(N=C32)Cl)N)CO)O. Drug 2: C1=CN(C=N1)CC(O)(P(=O)(O)O)P(=O)(O)O. Cell line: LOX IMVI. Synergy scores: CSS=29.9, Synergy_ZIP=-2.12, Synergy_Bliss=-0.818, Synergy_Loewe=-31.2, Synergy_HSA=-3.91. (3) Drug 1: CN(C)N=NC1=C(NC=N1)C(=O)N. Drug 2: C1=NC2=C(N=C(N=C2N1C3C(C(C(O3)CO)O)F)Cl)N. Cell line: MDA-MB-435. Synergy scores: CSS=0.611, Synergy_ZIP=-8.73, Synergy_Bliss=-3.62, Synergy_Loewe=-37.5, Synergy_HSA=-7.31.